From a dataset of Reaction yield outcomes from USPTO patents with 853,638 reactions. Predict the reaction yield, written as a fraction of the theoretical maximum amount of product (1.0 means a 100% yield; for example, 0.34 means a 34% yield). (1) The reactants are [Cl:1][C:2]1[CH:3]=[C:4]([NH2:19])[C:5]([NH2:18])=[CH:6][C:7]=1[C:8]1[CH:13]=[CH:12][C:11]([C:14]([F:17])([F:16])[F:15])=[CH:10][CH:9]=1.C(=O)([O-])[O-].[Na+].[Na+].[F:26][C:27]([F:35])([F:34])[C:28]([F:33])([F:32])[C:29](O)=O. The catalyst is O. The product is [Cl:1][C:2]1[C:7]([C:8]2[CH:13]=[CH:12][C:11]([C:14]([F:17])([F:16])[F:15])=[CH:10][CH:9]=2)=[CH:6][C:5]2[NH:18][C:29]([C:28]([F:33])([F:32])[C:27]([F:35])([F:34])[F:26])=[N:19][C:4]=2[CH:3]=1. The yield is 0.520. (2) No catalyst specified. The yield is 0.290. The product is [CH2:23]([C:15]1[CH:14]=[CH:13][C:22]2[C:17](=[CH:18][CH:19]=[CH:20][CH:21]=2)[C:16]=1[N:3]1[C:2]([Cl:1])=[C:6]([Cl:7])[N:5]=[CH:4]1)[CH3:24]. The reactants are [Cl:1][C:2]1[N:3]=[CH:4][NH:5][C:6]=1[Cl:7].[OH-].[K+].BrCC[C:13]1[C:22]2[C:17](=[CH:18][CH:19]=[CH:20][CH:21]=2)[CH:16]=[CH:15][CH:14]=1.[C:23](#N)[CH3:24].